From a dataset of Forward reaction prediction with 1.9M reactions from USPTO patents (1976-2016). Predict the product of the given reaction. (1) Given the reactants [Cl:1][C:2]1[CH:9]=[C:8]([O:10][CH2:11][C:12]#[CH:13])[CH:7]=[C:6]([F:14])[C:3]=1[CH2:4][OH:5].[C:15]([O:19][C:20]([N:22]1[CH2:27][CH2:26][N:25]([C:28](Cl)=[O:29])[C@H:24]([CH2:31][CH3:32])[CH2:23]1)=[O:21])([CH3:18])([CH3:17])[CH3:16], predict the reaction product. The product is: [Cl:1][C:2]1[CH:9]=[C:8]([O:10][CH2:11][C:12]#[CH:13])[CH:7]=[C:6]([F:14])[C:3]=1[CH2:4][O:5][C:28]([N:25]1[CH2:26][CH2:27][N:22]([C:20]([O:19][C:15]([CH3:17])([CH3:16])[CH3:18])=[O:21])[CH2:23][C@H:24]1[CH2:31][CH3:32])=[O:29]. (2) Given the reactants [CH2:1]=[C:2]1[CH2:11][CH2:10][C:9]2[C:4](=[CH:5][CH:6]=[CH:7][CH:8]=2)[C:3]1=[O:12].[CH:13]([O:16][CH2:17][CH3:18])=[CH:14][CH3:15], predict the reaction product. The product is: [CH2:17]([O:16][CH:13]1[CH:14]([CH3:15])[CH2:1][C:2]2[CH2:11][CH2:10][C:9]3[CH:8]=[CH:7][CH:6]=[CH:5][C:4]=3[C:3]=2[O:12]1)[CH3:18]. (3) Given the reactants Br[C:2]1[CH:3]=[C:4]([CH:29]=[CH:30][CH:31]=1)[C:5]([NH:7][CH:8]([C:10]1[N:15]=[N:14][C:13]([NH:16][C:17]2[CH:22]=[C:21]([O:23][CH3:24])[C:20]([O:25][CH3:26])=[C:19]([O:27][CH3:28])[CH:18]=2)=[N:12][CH:11]=1)[CH3:9])=[O:6].[NH2:32][CH:33]([C:35]1N=NC(NC2C=C(OC)C(OC)=C(OC)C=2)=N[CH:36]=1)C.F[P-](F)(F)(F)(F)F.N1(OC(N(C)C)=[N+](C)C)C2N=CC=CC=2N=N1.N1C2C(=CC=CC=2C(O)=O)C=CC=1.C(N(C(C)C)CC)(C)C, predict the reaction product. The product is: [CH3:28][O:27][C:19]1[CH:18]=[C:17]([NH:16][C:13]2[N:14]=[N:15][C:10]([CH:8]([NH:7][C:5]([C:4]3[CH:29]=[CH:30][CH:31]=[C:2]4[C:3]=3[N:32]=[CH:33][CH:35]=[CH:36]4)=[O:6])[CH3:9])=[CH:11][N:12]=2)[CH:22]=[C:21]([O:23][CH3:24])[C:20]=1[O:25][CH3:26]. (4) Given the reactants C1(P(C2C=CC=CC=2)C2C=CC=CC=2)C=CC=CC=1.N1C=CN=C1.[I:25]I.[C:27]([O:31][C:32]([NH:34][C@H:35]([C:38]([O:40][CH3:41])=[O:39])[CH2:36]O)=[O:33])([CH3:30])([CH3:29])[CH3:28], predict the reaction product. The product is: [C:27]([O:31][C:32]([NH:34][C@H:35]([C:38]([O:40][CH3:41])=[O:39])[CH2:36][I:25])=[O:33])([CH3:30])([CH3:29])[CH3:28]. (5) Given the reactants [Cl:1][C:2]1[CH:7]=[CH:6][CH:5]=[C:4]([F:8])[C:3]=1[N:9]1[C:18](=[O:19])[C:17]2[C:12](=[N:13][C:14]([S:20][CH3:21])=[N:15][CH:16]=2)[NH:11][C:10]1=O.O=P(Cl)(Cl)[Cl:25].C(N(C(C)C)CC)(C)C, predict the reaction product. The product is: [Cl:25][C:10]1[N:9]([C:3]2[C:4]([F:8])=[CH:5][CH:6]=[CH:7][C:2]=2[Cl:1])[C:18](=[O:19])[C:17]2[C:12]([N:11]=1)=[N:13][C:14]([S:20][CH3:21])=[N:15][CH:16]=2. (6) Given the reactants [CH2:1]([C:3]1[O:7][N:6]=[C:5]([C:8]2[CH:13]=[CH:12][CH:11]=[CH:10][CH:9]=2)[C:4]=1[C:14]1[N:15]=[CH:16][NH:17][CH:18]=1)[CH3:2].F[C:20]1[CH:25]=[CH:24][C:23]([N+:26]([O-:28])=[O:27])=[CH:22][CH:21]=1, predict the reaction product. The product is: [CH2:1]([C:3]1[O:7][N:6]=[C:5]([C:8]2[CH:13]=[CH:12][CH:11]=[CH:10][CH:9]=2)[C:4]=1[C:14]1[N:15]=[CH:16][N:17]([C:20]2[CH:25]=[CH:24][C:23]([N+:26]([O-:28])=[O:27])=[CH:22][CH:21]=2)[CH:18]=1)[CH3:2].